The task is: Predict the reactants needed to synthesize the given product.. This data is from Full USPTO retrosynthesis dataset with 1.9M reactions from patents (1976-2016). (1) Given the product [CH3:13][C:4]1[C:3]([C:14]2[C:19]([F:20])=[CH:18][C:17]([F:21])=[CH:16][C:15]=2[F:22])=[C:2]([N:24]2[CH2:25][CH2:26][CH:27]([CH3:30])[CH2:28][CH2:29]2)[N:7]2[CH:8]=[N:9][C:10]([C:11]#[N:12])=[C:6]2[N:5]=1, predict the reactants needed to synthesize it. The reactants are: Cl[C:2]1[N:7]2[CH:8]=[N:9][C:10]([C:11]#[N:12])=[C:6]2[N:5]=[C:4]([CH3:13])[C:3]=1[C:14]1[C:19]([F:20])=[CH:18][C:17]([F:21])=[CH:16][C:15]=1[F:22].C[N:24]1[CH2:29][CH2:28][CH2:27][CH2:26][CH2:25]1.[CH2:30](N(CC)CC)C.Cl. (2) Given the product [CH:1]1([C:4]2[NH:25][C:7]3[N:8]=[N:9][C:10]([CH2:12][CH2:13][CH2:14][CH2:15][N:16]4[CH:20]=[C:19]([C:21]([O:23][CH3:24])=[O:22])[N:18]=[N:17]4)=[CH:11][C:6]=3[C:5]=2[F:27])[CH2:3][CH2:2]1, predict the reactants needed to synthesize it. The reactants are: [CH:1]1([C:4]2[NH:25][C:7]3[N:8]=[N:9][C:10]([CH2:12][CH2:13][CH2:14][CH2:15][N:16]4[CH:20]=[C:19]([C:21]([O:23][CH3:24])=[O:22])[N:18]=[N:17]4)=[CH:11][C:6]=3[CH:5]=2)[CH2:3][CH2:2]1.[B-](F)(F)(F)[F:27].[B-](F)(F)(F)F.C1[N+]2(CCl)CC[N+](F)(CC2)C1. (3) Given the product [C:1]([C:3]1[C:4]([N:17]2[CH2:20][CH:19]([C:21]([NH:36][S:33]([C:30]3[CH:29]=[CH:28][C:27]([O:26][C:25]([F:24])([F:38])[F:37])=[CH:32][CH:31]=3)(=[O:34])=[O:35])=[O:22])[CH2:18]2)=[N:5][C:6]([CH:14]([F:15])[F:16])=[C:7]([CH:8]=1)[C:9]([O:11][CH2:12][CH3:13])=[O:10])#[N:2], predict the reactants needed to synthesize it. The reactants are: [C:1]([C:3]1[C:4]([N:17]2[CH2:20][CH:19]([C:21](O)=[O:22])[CH2:18]2)=[N:5][C:6]([CH:14]([F:16])[F:15])=[C:7]([C:9]([O:11][CH2:12][CH3:13])=[O:10])[CH:8]=1)#[N:2].[F:24][C:25]([F:38])([F:37])[O:26][C:27]1[CH:32]=[CH:31][C:30]([S:33]([NH2:36])(=[O:35])=[O:34])=[CH:29][CH:28]=1. (4) Given the product [C:37]([C:36]1[CH:39]=[CH:40][C:33]([C:9]2[CH:10]=[CH:11][C:12]3[O:16][C:15]([CH:17]4[CH2:18][CH2:19][N:20]([C:23]([O:25][C:26]([CH3:29])([CH3:28])[CH3:27])=[O:24])[CH2:21][CH2:22]4)=[N:14][C:13]=3[CH:30]=2)=[CH:34][C:35]=1[F:41])#[N:38], predict the reactants needed to synthesize it. The reactants are: CC1(C)C(C)(C)OB([C:9]2[CH:10]=[CH:11][C:12]3[O:16][C:15]([CH:17]4[CH2:22][CH2:21][N:20]([C:23]([O:25][C:26]([CH3:29])([CH3:28])[CH3:27])=[O:24])[CH2:19][CH2:18]4)=[N:14][C:13]=3[CH:30]=2)O1.Br[C:33]1[CH:40]=[CH:39][C:36]([C:37]#[N:38])=[C:35]([F:41])[CH:34]=1. (5) Given the product [CH3:23][C:20]1[CH:21]=[CH:22][C:17]([C:2]2[CH:3]=[C:4]([C:12]([O:14][CH3:15])=[O:13])[CH:5]=[C:6]([C:7]([O:9][CH3:10])=[O:8])[CH:11]=2)=[CH:18][CH:19]=1, predict the reactants needed to synthesize it. The reactants are: Br[C:2]1[CH:3]=[C:4]([C:12]([O:14][CH3:15])=[O:13])[CH:5]=[C:6]([CH:11]=1)[C:7]([O:9][CH3:10])=[O:8].B(O)(O)[C:17]1[CH:18]=[CH:19][C:20]([CH3:23])=[CH:21][CH:22]=1.C1(C)C=CC=CC=1.C(=O)([O-])[O-].[Cs+].[Cs+]. (6) Given the product [CH:4]1([C:3]#[C:2][C:8]#[C:7][Si:9]([CH3:12])([CH3:11])[CH3:10])[CH2:6][CH2:5]1, predict the reactants needed to synthesize it. The reactants are: Br[C:2]#[C:3][CH:4]1[CH2:6][CH2:5]1.[C:7]([Si:9]([CH3:12])([CH3:11])[CH3:10])#[CH:8].